Dataset: NCI-60 drug combinations with 297,098 pairs across 59 cell lines. Task: Regression. Given two drug SMILES strings and cell line genomic features, predict the synergy score measuring deviation from expected non-interaction effect. Drug 2: C1=CC(=CC=C1CC(C(=O)O)N)N(CCCl)CCCl.Cl. Drug 1: C1CCC(CC1)NC(=O)N(CCCl)N=O. Cell line: UACC-257. Synergy scores: CSS=16.0, Synergy_ZIP=4.81, Synergy_Bliss=12.8, Synergy_Loewe=7.56, Synergy_HSA=8.46.